From a dataset of Catalyst prediction with 721,799 reactions and 888 catalyst types from USPTO. Predict which catalyst facilitates the given reaction. (1) Reactant: Cl.[CH3:2][CH:3]1[CH2:8][CH2:7][CH2:6][NH:5][CH:4]1[C:9]([OH:11])=[O:10].Cl[C:13]([O:15][CH2:16][C:17]1[CH:22]=[CH:21][CH:20]=[CH:19][CH:18]=1)=[O:14].C1(C)C=CC=CC=1. Product: [CH2:16]([O:15][C:13]([N:5]1[CH2:6][CH2:7][CH2:8][CH:3]([CH3:2])[CH:4]1[C:9]([OH:11])=[O:10])=[O:14])[C:17]1[CH:22]=[CH:21][CH:20]=[CH:19][CH:18]=1. The catalyst class is: 821. (2) Reactant: [F:1][C:2]1[CH:14]=[CH:13][C:5]([CH2:6][C:7]2O[C:10]([NH2:12])=[N:9][N:8]=2)=[CH:4][CH:3]=1.[NH2:15][NH2:16]. Product: [F:1][C:2]1[CH:3]=[CH:4][C:5]([CH2:6][C:7]2[N:15]([NH2:16])[C:10]([NH2:12])=[N:9][N:8]=2)=[CH:13][CH:14]=1. The catalyst class is: 6. (3) Reactant: [CH2:1]([OH:9])[CH:2]=[CH:3][CH2:4][CH2:5][CH2:6][CH2:7][CH3:8].[CH3:10]OCCOC.[Zn](CC)CC.C(I)I.[NH4+].[Cl-]. Product: [CH2:4]([C@H:3]1[CH2:10][C@H:2]1[CH2:1][OH:9])[CH2:5][CH2:6][CH2:7][CH3:8]. The catalyst class is: 635. (4) Product: [CH2:1]([N:3]1[C:7]2[N:8]=[C:9]([C:18]3[CH:19]=[CH:20][C:21]([NH:24][C:25]([NH:27][C:28]4[CH:29]=[CH:30][C:31]([C:32]([NH:70][CH2:71][CH2:72][C:73]5[CH:78]=[CH:77][CH:76]=[CH:75][N:74]=5)=[O:34])=[CH:35][CH:36]=4)=[O:26])=[CH:22][CH:23]=3)[N:10]=[C:11]([N:12]3[CH2:17][CH2:16][O:15][CH2:14][CH2:13]3)[C:6]=2[N:5]=[N:4]1)[CH3:2]. The catalyst class is: 37. Reactant: [CH2:1]([N:3]1[C:7]2[N:8]=[C:9]([C:18]3[CH:23]=[CH:22][C:21]([NH:24][C:25]([NH:27][C:28]4[CH:36]=[CH:35][C:31]([C:32]([OH:34])=O)=[CH:30][CH:29]=4)=[O:26])=[CH:20][CH:19]=3)[N:10]=[C:11]([N:12]3[CH2:17][CH2:16][O:15][CH2:14][CH2:13]3)[C:6]=2[N:5]=[N:4]1)[CH3:2].CCN(C(C)C)C(C)C.CN(C(ON1N=NC2C=CC=CC1=2)=[N+](C)C)C.F[P-](F)(F)(F)(F)F.[NH2:70][CH2:71][CH2:72][C:73]1[CH:78]=[CH:77][CH:76]=[CH:75][N:74]=1.